Dataset: Full USPTO retrosynthesis dataset with 1.9M reactions from patents (1976-2016). Task: Predict the reactants needed to synthesize the given product. (1) The reactants are: [CH2:1]([O:3][P:4](/[CH:9]=[CH:10]/[C:11]1[CH:20]=[CH:19][C:18]2[C:13](=[C:14]([C:24]3[C:33]4[C:28](=[CH:29][CH:30]=[CH:31][CH:32]=4)[CH:27]=[CH:26][CH:25]=3)[CH:15]=[C:16]([N+:21]([O-])=O)[CH:17]=2)[N:12]=1)(=[O:8])[O:5][CH2:6][CH3:7])[CH3:2].O.[NH4+].[Cl-]. Given the product [CH2:1]([O:3][P:4](/[CH:9]=[CH:10]/[C:11]1[CH:20]=[CH:19][C:18]2[C:13](=[C:14]([C:24]3[C:33]4[C:28](=[CH:29][CH:30]=[CH:31][CH:32]=4)[CH:27]=[CH:26][CH:25]=3)[CH:15]=[C:16]([NH2:21])[CH:17]=2)[N:12]=1)(=[O:8])[O:5][CH2:6][CH3:7])[CH3:2], predict the reactants needed to synthesize it. (2) Given the product [CH:28]([C@H:27]1[CH2:26][C:25]2[C:20](=[CH:21][CH:22]=[CH:23][CH:24]=2)[CH2:19][N:18]1[C:16]([O:15][C:11]([CH3:14])([CH3:13])[CH3:12])=[O:17])=[O:29], predict the reactants needed to synthesize it. The reactants are: C(Cl)(=O)C(Cl)=O.CS(C)=O.[C:11]([O:15][C:16]([N:18]1[C@@H:27]([C:28](O)=[O:29])[CH2:26][C:25]2[C:20](=[CH:21][CH:22]=[CH:23][CH:24]=2)[CH2:19]1)=[O:17])([CH3:14])([CH3:13])[CH3:12].C(N(CC)CC)C.C(=O)([O-])[O-].[Na+].[Na+]. (3) Given the product [CH3:32][C:30]1[O:29][N:28]=[C:27]([NH:26][C:67](=[O:69])[CH2:68][C:63]2[N:36]=[CH:17][C:16]([O:15][C:6]3[C:5]4[C:10](=[CH:11][C:12]([O:13][CH3:14])=[C:3]([O:2][CH3:1])[CH:4]=4)[N:9]=[CH:8][CH:7]=3)=[CH:21][N:62]=2)[CH:31]=1, predict the reactants needed to synthesize it. The reactants are: [CH3:1][O:2][C:3]1[CH:4]=[C:5]2[C:10](=[CH:11][C:12]=1[O:13][CH3:14])[N:9]=[CH:8][CH:7]=[C:6]2[O:15][C:16]1[CH:21]=CC(CC(O)=O)=C[CH:17]=1.[NH2:26][C:27]1[CH:31]=[C:30]([CH3:32])[O:29][N:28]=1.C([N:36](C(C)C)CC)(C)C.CO[C@@H]1[C@@H](C(OC)=O)[C@@H]2[C@@H](CN3[C@H](C2)C2[NH:62][C:63]4[CH:68]=[C:67]([O:69]C)C=CC=4C=2CC3)C[C@H]1OC(C1C=C(OC)C(OC)=C(OC)C=1)=O.